From a dataset of Catalyst prediction with 721,799 reactions and 888 catalyst types from USPTO. Predict which catalyst facilitates the given reaction. Reactant: [Br:1][C:2]1[CH:7]=[CH:6][C:5]([CH:8]2[C:10]3([C:14](=[O:15])[C:13]([CH2:17][O:18][CH3:19])([CH3:16])[O:12][C:11]3([CH3:21])[CH3:20])[O:9]2)=[C:4]([CH2:22][CH3:23])[CH:3]=1.BrC1C=CC(C2C3(C(=O)C(C)(C)OC3(COC)C)O2)=C(CC)C=1.S(=O)(=O)(O)O. Product: [Br:1][C:2]1[CH:7]=[CH:6][C:5]([CH:8]2[C:10](=[O:9])[C:11]([CH3:21])([CH3:20])[O:12][C:13]([CH2:17][O:18][CH3:19])([CH3:16])[C:14]2=[O:15])=[C:4]([CH2:22][CH3:23])[CH:3]=1. The catalyst class is: 4.